From a dataset of Peptide-MHC class I binding affinity with 185,985 pairs from IEDB/IMGT. Regression. Given a peptide amino acid sequence and an MHC pseudo amino acid sequence, predict their binding affinity value. This is MHC class I binding data. (1) The peptide sequence is LGPHYTPKIV. The MHC is Mamu-A01 with pseudo-sequence Mamu-A01. The binding affinity (normalized) is 1.00. (2) The binding affinity (normalized) is 0.591. The MHC is HLA-B53:01 with pseudo-sequence HLA-B53:01. The peptide sequence is MPDCGMSVL. (3) The peptide sequence is SAPVSEKL. The MHC is Mamu-A01 with pseudo-sequence Mamu-A01. The binding affinity (normalized) is 0.820. (4) The peptide sequence is VLNHYTPEY. The MHC is HLA-A02:03 with pseudo-sequence HLA-A02:03. The binding affinity (normalized) is 0.0847. (5) The peptide sequence is FTEEQQQSFM. The MHC is HLA-A68:02 with pseudo-sequence HLA-A68:02. The binding affinity (normalized) is 0.168. (6) The binding affinity (normalized) is 0. The MHC is Patr-B0101 with pseudo-sequence Patr-B0101. The peptide sequence is LSPRWYFYY.